Dataset: Full USPTO retrosynthesis dataset with 1.9M reactions from patents (1976-2016). Task: Predict the reactants needed to synthesize the given product. (1) Given the product [Cl:1][C:2]1[N:3]=[C:4]([N:22]2[CH2:23][CH2:24][O:25][CH2:26][CH2:27]2)[C:5]2[S:10][C:9]([CH2:11][N:36]3[CH2:35][CH2:34][CH:33]([N:31]4[CH2:32][C:29]([F:28])([F:39])[CH2:30]4)[CH2:38][CH2:37]3)=[CH:8][C:6]=2[N:7]=1, predict the reactants needed to synthesize it. The reactants are: [Cl:1][C:2]1[N:3]=[C:4]([N:22]2[CH2:27][CH2:26][O:25][CH2:24][CH2:23]2)[C:5]2[S:10][C:9]([CH2:11]N3CC4(CCN(C)CC4)C3)=[CH:8][C:6]=2[N:7]=1.[F:28][C:29]1([F:39])[CH2:32][N:31]([CH:33]2[CH2:38][CH2:37][NH:36][CH2:35][CH2:34]2)[CH2:30]1. (2) Given the product [Br:1][C:2]1[N:3]=[CH:4][CH:5]=[C:6]2[C:7]=1[NH:8][CH:12]=[CH:11]2, predict the reactants needed to synthesize it. The reactants are: [Br:1][C:2]1[C:7]([N+:8]([O-])=O)=[CH:6][CH:5]=[CH:4][N:3]=1.[CH:11]([Mg]Br)=[CH2:12]. (3) Given the product [Cl:10][CH2:11][C:12]1[C:5]2[C:3](=[C:2]([CH3:1])[C:8]([OH:9])=[CH:7][CH:6]=2)[O:4][C:14](=[O:15])[CH:13]=1, predict the reactants needed to synthesize it. The reactants are: [CH3:1][C:2]1[C:8]([OH:9])=[CH:7][CH:6]=[CH:5][C:3]=1[OH:4].[Cl:10][CH2:11][C:12](=O)[CH2:13][C:14](OCC)=[O:15].O. (4) Given the product [CH3:47][O:46][C:45]([NH:44][CH:3]([CH:2]([CH3:49])[CH3:1])[C:4]([N:6]1[C@@H:7]([CH3:43])[CH2:8][CH2:9][C@H:10]1[C:11]1[NH:12][C:16]2[CH:17]=[CH:18][C:19]([C:20]3[CH:25]=[CH:24][C:23]([C:26]4[CH:31]=[CH:30][C:29]([C:32]5[N:36]=[C:35]([C@@H:37]6[CH2:41][CH2:40][C@H:39]([CH3:42])[N:38]6[C:56]([C@@H:55]([NH:54][C:52](=[O:53])[O:51][CH3:50])[CH:59]([CH3:61])[CH3:60])=[O:57])[NH:34][CH:33]=5)=[CH:28][CH:27]=4)=[CH:22][CH:21]=3)=[CH:13][C:14]=2[N:15]=1)=[O:5])=[O:48], predict the reactants needed to synthesize it. The reactants are: [CH3:1][CH:2]([CH3:49])[CH:3]([NH:44][C:45](=[O:48])[O:46][CH3:47])[C:4]([N:6]1[C@H:10]([C:11]2[NH:15][C:14]3[CH:16]=[CH:17][CH:18]=[C:19]([C:20]4[CH:25]=[CH:24][C:23]([C:26]5[CH:31]=[CH:30][C:29]([C:32]6[NH:36][C:35]([C@@H:37]7[CH2:41][CH2:40][C@H:39]([CH3:42])[NH:38]7)=[N:34][CH:33]=6)=[CH:28][CH:27]=5)=[CH:22][CH:21]=4)[C:13]=3[N:12]=2)[CH2:9][CH2:8][C@@H:7]1[CH3:43])=[O:5].[CH3:50][O:51][C:52]([NH:54][C@@H:55]([CH:59]([CH3:61])[CH3:60])[C:56](O)=[O:57])=[O:53].N1C(C)=CC(C)=CC=1C.CN(C(ON1N=NC2C=CC=NC1=2)=[N+](C)C)C.F[P-](F)(F)(F)(F)F. (5) Given the product [Cl:1][C:2]1[CH:9]=[CH:8][C:5]([CH2:6][N:31]2[CH2:32][CH:28]3[CH2:27][N:26]([C:33]([O:35][N:44]4[C:45](=[O:46])[CH2:40][CH2:41][C:42]4=[O:43])=[O:34])[CH2:25][CH:29]3[CH2:30]2)=[C:4]([N:22]2[CH2:23][CH2:24][CH:19]([C:17]([N:12]3[CH2:16][CH2:15][CH2:14][CH2:13]3)=[O:18])[CH2:20][CH2:21]2)[CH:3]=1, predict the reactants needed to synthesize it. The reactants are: [Cl:1][C:2]1[CH:9]=[CH:8][C:5]([CH:6]=O)=[C:4](F)[CH:3]=1.Cl.[N:12]1([C:17]([CH:19]2[CH2:24][CH2:23][NH:22][CH2:21][CH2:20]2)=[O:18])[CH2:16][CH2:15][CH2:14][CH2:13]1.[CH2:25]1[CH:29]2[CH2:30][NH:31][CH2:32][CH:28]2[CH2:27][N:26]1[C:33]([O:35]C(C)(C)C)=[O:34].[CH2:40]1[C:45](=[O:46])[N:44](OC(O[N:44]2[C:45](=[O:46])[CH2:40][CH2:41][C:42]2=[O:43])=O)[C:42](=[O:43])[CH2:41]1.